From a dataset of Reaction yield outcomes from USPTO patents with 853,638 reactions. Predict the reaction yield, written as a fraction of the theoretical maximum amount of product (1.0 means a 100% yield; for example, 0.34 means a 34% yield). (1) The yield is 0.400. The reactants are [NH2:1][C:2]1[CH:7]=[CH:6][C:5]([OH:8])=[C:4]([N+:9]([O-:11])=[O:10])[CH:3]=1.[F:12][C:13]1[C:20]([F:21])=[C:19]([C:22]([F:25])([F:24])[F:23])[C:18]([F:26])=[C:17]([F:27])[C:14]=1[CH2:15]Br. The product is [N+:9]([C:4]1[CH:3]=[C:2]([NH:1][CH2:15][C:14]2[C:17]([F:27])=[C:18]([F:26])[C:19]([C:22]([F:23])([F:25])[F:24])=[C:20]([F:21])[C:13]=2[F:12])[CH:7]=[CH:6][C:5]=1[OH:8])([O-:11])=[O:10]. The catalyst is CN(C=O)C. (2) The reactants are [CH2:1]([O:5][C:6]1[CH:11]=[CH:10][C:9]([S:12](Cl)(=[O:14])=[O:13])=[CH:8][C:7]=1[C:16]1[NH:17][C:18](=[S:29])[C:19]2[N:24]([CH3:25])[N:23]=[C:22]([CH2:26][CH2:27][CH3:28])[C:20]=2[N:21]=1)[CH:2]([CH3:4])[CH3:3].[CH3:30][N:31]1[CH2:36][CH2:35][NH:34][CH2:33][CH2:32]1. No catalyst specified. The product is [CH2:1]([O:5][C:6]1[CH:11]=[CH:10][C:9]([S:12]([N:34]2[CH2:35][CH2:36][N:31]([CH3:30])[CH2:32][CH2:33]2)(=[O:14])=[O:13])=[CH:8][C:7]=1[C:16]1[NH:17][C:18](=[S:29])[C:19]2[N:24]([CH3:25])[N:23]=[C:22]([CH2:26][CH2:27][CH3:28])[C:20]=2[N:21]=1)[CH:2]([CH3:4])[CH3:3]. The yield is 0.512. (3) The reactants are [CH3:1][CH:2]1[CH2:7][C:6](=[O:8])[CH:5]=[C:4](B2OC(C)(C)C(C)(C)O2)[CH2:3]1.C([O-])([O-])=O.[Na+].[Na+].Cl[C:25]1[CH:30]=[CH:29][N:28]=[CH:27][C:26]=1[N+:31]([O-:33])=[O:32]. The catalyst is O1CCOCC1.C1C=CC(P(C2C=CC=CC=2)[C-]2C=CC=C2)=CC=1.C1C=CC(P(C2C=CC=CC=2)[C-]2C=CC=C2)=CC=1.Cl[Pd]Cl.[Fe+2].C(Cl)Cl. The product is [CH3:1][CH:2]1[CH2:7][C:6](=[O:8])[CH:5]=[C:4]([C:25]2[CH:30]=[CH:29][N:28]=[CH:27][C:26]=2[N+:31]([O-:33])=[O:32])[CH2:3]1. The yield is 0.480.